Dataset: Peptide-MHC class II binding affinity with 134,281 pairs from IEDB. Task: Regression. Given a peptide amino acid sequence and an MHC pseudo amino acid sequence, predict their binding affinity value. This is MHC class II binding data. (1) The peptide sequence is VKLSALTLKGTSYKI. The MHC is DRB1_0401 with pseudo-sequence DRB1_0401. The binding affinity (normalized) is 0.347. (2) The peptide sequence is KKPFALLLVLAGWLFHV. The MHC is HLA-DQA10201-DQB10402 with pseudo-sequence HLA-DQA10201-DQB10402. The binding affinity (normalized) is 0. (3) The peptide sequence is KKTLLDLLKLTVAVGLH. The MHC is DRB5_0101 with pseudo-sequence DRB5_0101. The binding affinity (normalized) is 0.570. (4) The MHC is DRB1_0401 with pseudo-sequence DRB1_0401. The binding affinity (normalized) is 0.508. The peptide sequence is SKKDKFVAANAGGTV.